From a dataset of Catalyst prediction with 721,799 reactions and 888 catalyst types from USPTO. Predict which catalyst facilitates the given reaction. (1) Reactant: [C:1]([C:3]1[CH:35]=[CH:34][C:6]2[C:7]([C:28]3[CH:33]=[CH:32][CH:31]=[CH:30][CH:29]=3)=[C:8]([C:10]3[CH:15]=[CH:14][C:13]([C:16]4([NH:20][C:21](=[O:27])[O:22][C:23]([CH3:26])([CH3:25])[CH3:24])[CH2:19][CH2:18][CH2:17]4)=[CH:12][CH:11]=3)[O:9][C:5]=2[CH:4]=1)#[N:2].C(=O)([O-])[O-:37].[K+].[K+].OO. Product: [C:1]([C:3]1[CH:35]=[CH:34][C:6]2[C:7]([C:28]3[CH:29]=[CH:30][CH:31]=[CH:32][CH:33]=3)=[C:8]([C:10]3[CH:11]=[CH:12][C:13]([C:16]4([NH:20][C:21](=[O:27])[O:22][C:23]([CH3:26])([CH3:25])[CH3:24])[CH2:19][CH2:18][CH2:17]4)=[CH:14][CH:15]=3)[O:9][C:5]=2[CH:4]=1)(=[O:37])[NH2:2]. The catalyst class is: 58. (2) The catalyst class is: 128. Reactant: Br[C:2]1[C:3]([N:21]2[CH2:26][CH2:25][C:24]([CH3:28])([CH3:27])[CH2:23][CH2:22]2)=[C:4]([C@H:10]([O:16][C:17]([CH3:20])([CH3:19])[CH3:18])[C:11]([O:13][CH2:14][CH3:15])=[O:12])[C:5]([CH3:9])=[N:6][C:7]=1[CH3:8].[CH2:29]([O:36][C:37]1[N:42]=[CH:41][C:40](B(O)O)=[CH:39][CH:38]=1)[C:30]1[CH:35]=[CH:34][CH:33]=[CH:32][CH:31]=1.C([O-])([O-])=O.[Na+].[Na+]. Product: [CH2:29]([O:36][C:37]1[N:42]=[CH:41][C:40]([C:2]2[C:7]([CH3:8])=[N:6][C:5]([CH3:9])=[C:4]([C@H:10]([O:16][C:17]([CH3:20])([CH3:19])[CH3:18])[C:11]([O:13][CH2:14][CH3:15])=[O:12])[C:3]=2[N:21]2[CH2:26][CH2:25][C:24]([CH3:28])([CH3:27])[CH2:23][CH2:22]2)=[CH:39][CH:38]=1)[C:30]1[CH:31]=[CH:32][CH:33]=[CH:34][CH:35]=1. (3) Reactant: [F:1][C:2]([F:29])([F:28])[C:3]([C:19]1[CH:24]=[C:23]([Cl:25])[C:22]([Cl:26])=[C:21]([Cl:27])[CH:20]=1)=[CH:4][C:5]([C:7]1[CH:8]=[C:9]2[C:13](=[CH:14][CH:15]=1)[C:12]1([CH2:18][NH:17][CH2:16]1)[O:11][CH2:10]2)=[O:6].CCN(CC)CC.[C:37](O)(=[O:41])[CH:38]([CH3:40])[CH3:39].C1C=CC2N(O)N=NC=2C=1.CCN=C=NCCCN(C)C.Cl. Product: [F:29][C:2]([F:1])([F:28])[C:3]([C:19]1[CH:20]=[C:21]([Cl:27])[C:22]([Cl:26])=[C:23]([Cl:25])[CH:24]=1)=[CH:4][C:5]([C:7]1[CH:8]=[C:9]2[C:13](=[CH:14][CH:15]=1)[C:12]1([CH2:18][N:17]([C:37](=[O:41])[CH:38]([CH3:40])[CH3:39])[CH2:16]1)[O:11][CH2:10]2)=[O:6]. The catalyst class is: 3. (4) Reactant: [NH2:1][CH2:2][C@@H:3]1[CH2:7][CH2:6][N:5]([C:8]([O:10][C:11]([CH3:14])([CH3:13])[CH3:12])=[O:9])[CH2:4]1.C(N(CC)CC)C.[F:22][C:23]([F:34])([F:33])[C:24](O[C:24](=[O:25])[C:23]([F:34])([F:33])[F:22])=[O:25]. Product: [F:22][C:23]([F:34])([F:33])[C:24]([NH:1][CH2:2][C@@H:3]1[CH2:7][CH2:6][N:5]([C:8]([O:10][C:11]([CH3:14])([CH3:13])[CH3:12])=[O:9])[CH2:4]1)=[O:25]. The catalyst class is: 2. (5) Reactant: [CH3:1][C:2]([NH2:12])([CH3:11])[CH2:3][CH2:4][NH:5][CH2:6][C:7]([F:10])([F:9])[F:8].[C:13](ON1C(=O)CCC1=O)([O:15][CH2:16][C:17]1[CH:22]=[CH:21][CH:20]=[CH:19][CH:18]=1)=[O:14]. Product: [CH3:11][C:2]([NH:12][C:13](=[O:14])[O:15][CH2:16][C:17]1[CH:22]=[CH:21][CH:20]=[CH:19][CH:18]=1)([CH2:3][CH2:4][NH:5][CH2:6][C:7]([F:8])([F:9])[F:10])[CH3:1]. The catalyst class is: 1. (6) Reactant: [CH3:1][C:2]1([CH3:19])[O:7][CH2:6][C:5]([CH2:17][OH:18])([CH2:8][N:9]2[CH:13]=[CH:12][N:11]=[C:10]2[N+:14]([O-:16])=[O:15])[CH2:4][O:3]1.[C:20]1([CH3:30])[CH:25]=[CH:24][C:23]([S:26](Cl)(=[O:28])=[O:27])=[CH:22][CH:21]=1.[Cl-].[NH4+].O. Product: [CH3:1][C:2]1([CH3:19])[O:3][CH2:4][C:5]([CH2:8][N:9]2[CH:13]=[CH:12][N:11]=[C:10]2[N+:14]([O-:16])=[O:15])([CH2:17][O:18][S:26]([C:23]2[CH:24]=[CH:25][C:20]([CH3:30])=[CH:21][CH:22]=2)(=[O:28])=[O:27])[CH2:6][O:7]1. The catalyst class is: 17.